From a dataset of Forward reaction prediction with 1.9M reactions from USPTO patents (1976-2016). Predict the product of the given reaction. (1) Given the reactants [N+:1]([C:4]1[CH:13]=[CH:12][CH:11]=[C:10]2[C:5]=1[CH:6]=[CH:7][C:8](Cl)=[N:9]2)([O-])=O.[F:15][C:16]1[CH:17]=[C:18]([S:23](Cl)(=[O:25])=[O:24])[CH:19]=[C:20]([F:22])[CH:21]=1.[NH2:27][C:28]1[C:36]2[O:35][CH2:34][CH2:33][C:32]=2[CH:31]=[CH:30][CH:29]=1, predict the reaction product. The product is: [O:35]1[C:36]2[C:28]([NH:27][C:8]3[CH:7]=[CH:6][C:5]4[C:10](=[CH:11][CH:12]=[CH:13][C:4]=4[NH:1][S:23]([C:18]4[CH:17]=[C:16]([F:15])[CH:21]=[C:20]([F:22])[CH:19]=4)(=[O:25])=[O:24])[N:9]=3)=[CH:29][CH:30]=[CH:31][C:32]=2[CH2:33][CH2:34]1. (2) The product is: [CH3:34][C:33]1[C:28]([CH:18]([S:4]([CH2:1][CH2:2][CH3:3])(=[O:6])=[O:5])[C:19]2[C:24]([F:25])=[CH:23][CH:22]=[C:21]([F:26])[C:20]=2[F:27])=[CH:29][N:30]=[C:31]([C:35]([NH2:37])=[O:36])[CH:32]=1. Given the reactants [CH2:1]([S:4]([O-:6])=[O:5])[CH2:2][CH3:3].[Na+].CN(C)C=O.CS(O[CH:18]([C:28]1[CH:29]=[N:30][C:31]([C:35]([NH2:37])=[O:36])=[CH:32][C:33]=1[CH3:34])[C:19]1[C:24]([F:25])=[CH:23][CH:22]=[C:21]([F:26])[C:20]=1[F:27])(=O)=O, predict the reaction product. (3) Given the reactants [NH2:1][C:2]1[C:3]([C:12]([NH:14][C@H:15]([C:20]([O-:22])=[O:21])[CH2:16][C:17]([O-:19])=[O:18])=[O:13])=[CH:4][C:5]2[C:10]([CH:11]=1)=[CH:9][CH:8]=[CH:7][CH:6]=2.[N:23]([C:26]1[C:31]([CH3:32])=[CH:30][C:29]([CH3:33])=[CH:28][C:27]=1[CH3:34])=[C:24]=[O:25], predict the reaction product. The product is: [CH3:32][C:31]1[CH:30]=[C:29]([CH3:33])[CH:28]=[C:27]([CH3:34])[C:26]=1[NH:23][C:24]([NH:1][C:2]1[C:3]([C:12]([NH:14][C@H:15]([C:20]([O:22][C:10]([CH3:11])([CH3:5])[CH3:9])=[O:21])[CH2:16][C:17]([O:19][C:3]([CH3:12])([CH3:4])[CH3:2])=[O:18])=[O:13])=[CH:4][C:5]2[C:10]([CH:11]=1)=[CH:9][CH:8]=[CH:7][CH:6]=2)=[O:25]. (4) Given the reactants [OH:1]O.[Cl:3][C:4]1[CH:9]=[C:8]([C:10]([F:13])([F:12])[F:11])[CH:7]=[C:6]([Cl:14])[C:5]=1[N:15]1[C:19]([CH3:20])=[C:18]([S:21][CH3:22])[C:17]([CH:23]=[N:24][OH:25])=[N:16]1, predict the reaction product. The product is: [Cl:3][C:4]1[CH:9]=[C:8]([C:10]([F:12])([F:13])[F:11])[CH:7]=[C:6]([Cl:14])[C:5]=1[N:15]1[C:19]([CH3:20])=[C:18]([S:21]([CH3:22])=[O:1])[C:17]([CH:23]=[N:24][OH:25])=[N:16]1. (5) Given the reactants [C:1]([NH:7][C:8]1[CH:9]=[CH:10][C:11]2[N:12]([CH2:21][CH3:22])[C:13]3[C:18]([C:19]=2[CH:20]=1)=[CH:17][CH:16]=[CH:15][CH:14]=3)(=[O:6])[C:2]([CH3:5])([CH3:4])[CH3:3].[C:23]([Li])(C)(C)C.CCCCC.IC, predict the reaction product. The product is: [C:1]([NH:7][C:8]1[CH:9]=[CH:10][C:11]2[N:12]([CH2:21][CH3:22])[C:13]3[C:18]([C:19]=2[C:20]=1[CH3:23])=[CH:17][CH:16]=[CH:15][CH:14]=3)(=[O:6])[C:2]([CH3:5])([CH3:4])[CH3:3].